This data is from Peptide-MHC class I binding affinity with 185,985 pairs from IEDB/IMGT. The task is: Regression. Given a peptide amino acid sequence and an MHC pseudo amino acid sequence, predict their binding affinity value. This is MHC class I binding data. (1) The peptide sequence is HPTTTYKAF. The MHC is HLA-B35:01 with pseudo-sequence HLA-B35:01. The binding affinity (normalized) is 1.00. (2) The peptide sequence is YVVSRRGDL. The MHC is HLA-A03:01 with pseudo-sequence HLA-A03:01. The binding affinity (normalized) is 0.0847. (3) The peptide sequence is RAMDVYCHR. The MHC is HLA-B51:01 with pseudo-sequence HLA-B51:01. The binding affinity (normalized) is 0.0847. (4) The peptide sequence is RYLELGKETL. The MHC is H-2-Kd with pseudo-sequence H-2-Kd. The binding affinity (normalized) is 0.666. (5) The peptide sequence is MMKDEPVVF. The MHC is HLA-A68:02 with pseudo-sequence HLA-A68:02. The binding affinity (normalized) is 0.0109. (6) The peptide sequence is NWDWGVFFK. The MHC is HLA-A68:01 with pseudo-sequence HLA-A68:01. The binding affinity (normalized) is 0.329. (7) The peptide sequence is FMWAHPGKK. The MHC is HLA-A03:01 with pseudo-sequence HLA-A03:01. The binding affinity (normalized) is 0.661. (8) The peptide sequence is WRTIMAVLF. The binding affinity (normalized) is 0.0847. The MHC is HLA-B48:01 with pseudo-sequence HLA-B48:01. (9) The peptide sequence is TTLSLDYAW. The MHC is HLA-B53:01 with pseudo-sequence HLA-B53:01. The binding affinity (normalized) is 0.606.